This data is from Catalyst prediction with 721,799 reactions and 888 catalyst types from USPTO. The task is: Predict which catalyst facilitates the given reaction. (1) Reactant: [CH3:1][N:2]1[CH:6]=[C:5]([C:7](=[O:9])[CH3:8])[CH:4]=[N:3]1.[BrH:10].BrBr. Product: [Br:10][CH2:8][C:7]([C:5]1[CH:4]=[N:3][N:2]([CH3:1])[CH:6]=1)=[O:9]. The catalyst class is: 845. (2) Reactant: [NH2:1][C@H:2]1[CH2:6][CH2:5][N:4]([C@H:7]2[CH2:12][CH2:11][C@H:10]([O:13][C:14]3[CH:19]=[C:18]([N:20]4[C:24]5[CH:25]=[CH:26][CH:27]=[CH:28][C:23]=5[N:22]=[C:21]4[CH:29]([F:31])[F:30])[N:17]=[C:16]([N:32]4[CH2:37][CH2:36][O:35][CH2:34][CH2:33]4)[N:15]=3)[CH2:9][CH2:8]2)[C:3]1=[O:38].C(N(CC)CC)C.[CH3:46][O:47][C:48](Cl)=[O:49].C(=O)(O)[O-].[Na+]. The catalyst class is: 4. Product: [CH3:46][O:47][C:48](=[O:49])[NH:1][C@H:2]1[CH2:6][CH2:5][N:4]([C@H:7]2[CH2:12][CH2:11][C@H:10]([O:13][C:14]3[CH:19]=[C:18]([N:20]4[C:24]5[CH:25]=[CH:26][CH:27]=[CH:28][C:23]=5[N:22]=[C:21]4[CH:29]([F:31])[F:30])[N:17]=[C:16]([N:32]4[CH2:33][CH2:34][O:35][CH2:36][CH2:37]4)[N:15]=3)[CH2:9][CH2:8]2)[C:3]1=[O:38].